From a dataset of Catalyst prediction with 721,799 reactions and 888 catalyst types from USPTO. Predict which catalyst facilitates the given reaction. (1) Reactant: C[Al](C)C.[CH3:5][C:6]1([CH3:22])[NH:11][CH2:10][CH2:9][N:8]([C:12]2[S:16][C:15]([C:17]([O:19]CC)=O)=[CH:14][CH:13]=2)[CH2:7]1.Cl.[CH3:24][O:25][C:26]1[CH:27]=[C:28]([CH2:34][O:35][C:36]2[CH:37]=[C:38]([NH2:41])[NH:39][N:40]=2)[CH:29]=[C:30]([O:32][CH3:33])[CH:31]=1.C(C(C(C([O-])=O)O)O)([O-])=O.[Na+].[K+]. The catalyst class is: 727. Product: [CH3:33][O:32][C:30]1[CH:29]=[C:28]([CH2:34][O:35][C:36]2[CH:37]=[C:38]([NH:41][C:17]([C:15]3[S:16][C:12]([N:8]4[CH2:9][CH2:10][NH:11][C:6]([CH3:5])([CH3:22])[CH2:7]4)=[CH:13][CH:14]=3)=[O:19])[NH:39][N:40]=2)[CH:27]=[C:26]([O:25][CH3:24])[CH:31]=1. (2) Reactant: [NH2:1][C:2]1[C:11]2[C:6](=[CH:7][CH:8]=[CH:9][C:10]=2[O:12][C@H:13]2[CH2:18][CH2:17][C@H:16]([NH:19]C(=O)COCC)[CH2:15][CH2:14]2)[N:5]=[C:4]([CH3:26])[C:3]=1[C:27]([O:29]CC)=[O:28].[OH-].[Na+]. Product: [NH2:1][C:2]1[C:11]2[C:6](=[CH:7][CH:8]=[CH:9][C:10]=2[O:12][C@H:13]2[CH2:14][CH2:15][C@H:16]([NH2:19])[CH2:17][CH2:18]2)[N:5]=[C:4]([CH3:26])[C:3]=1[C:27]([OH:29])=[O:28]. The catalyst class is: 14. (3) Reactant: [F:1][C:2]1[C:10]2[C:9]([NH2:11])=[CH:8][C:7]([Sn](C)(C)C)=[CH:6][C:5]=2[N:4]([S:16]([C:19]2[CH:24]=[CH:23][CH:22]=[CH:21][CH:20]=2)(=[O:18])=[O:17])[N:3]=1.Br[C:26]1[CH:34]=[C:33]([F:35])[CH:32]=[C:31]2[C:27]=1[CH:28]=[CH:29][N:30]2[S:36]([C:39]1[CH:44]=[CH:43][C:42]([N+:45]([O-:47])=[O:46])=[CH:41][CH:40]=1)(=[O:38])=[O:37]. Product: [F:1][C:2]1[C:10]2[C:9]([NH2:11])=[CH:8][C:7]([C:26]3[CH:34]=[C:33]([F:35])[CH:32]=[C:31]4[C:27]=3[CH:28]=[CH:29][N:30]4[S:36]([C:39]3[CH:40]=[CH:41][C:42]([N+:45]([O-:47])=[O:46])=[CH:43][CH:44]=3)(=[O:37])=[O:38])=[CH:6][C:5]=2[N:4]([S:16]([C:19]2[CH:24]=[CH:23][CH:22]=[CH:21][CH:20]=2)(=[O:18])=[O:17])[N:3]=1. The catalyst class is: 128. (4) Reactant: [Cl:1][C:2]1[CH:7]=[C:6]([C:8](O)=[O:9])[CH:5]=[CH:4][C:3]=1[C:11]1[CH:16]=[CH:15][CH:14]=[CH:13][CH:12]=1.C(Cl)(=O)OCC.Cl. Product: [Cl:1][C:2]1[CH:7]=[C:6]([CH2:8][OH:9])[CH:5]=[CH:4][C:3]=1[C:11]1[CH:12]=[CH:13][CH:14]=[CH:15][CH:16]=1. The catalyst class is: 1. (5) Reactant: C[N:2](C)[CH:3]=[C:4]([C:10](=O)[C:11]1[CH:16]=[CH:15][C:14]([O:17][C:18]2[CH:23]=[CH:22][CH:21]=[CH:20][CH:19]=2)=[CH:13][CH:12]=1)[C:5]([O:7][CH2:8][CH3:9])=[O:6].O.[NH2:27]N. Product: [O:17]([C:14]1[CH:15]=[CH:16][C:11]([C:10]2[C:4]([C:5]([O:7][CH2:8][CH3:9])=[O:6])=[CH:3][NH:2][N:27]=2)=[CH:12][CH:13]=1)[C:18]1[CH:23]=[CH:22][CH:21]=[CH:20][CH:19]=1. The catalyst class is: 8. (6) Reactant: [CH3:1][C:2]1[N:6]2[C:7](=[O:33])[N:8]([CH:10]3[CH2:15][CH2:14][N:13]([C:16](=[O:32])[CH:17]([NH:24]C(=O)OC(C)(C)C)[C:18]4[CH:23]=[CH:22][CH:21]=[CH:20][CH:19]=4)[CH2:12][CH2:11]3)[CH2:9][C:5]2=[CH:4][N:3]=1.[ClH:34]. Product: [ClH:34].[ClH:34].[NH2:24][CH:17]([C:18]1[CH:19]=[CH:20][CH:21]=[CH:22][CH:23]=1)[C:16]([N:13]1[CH2:14][CH2:15][CH:10]([N:8]2[CH2:9][C:5]3=[CH:4][N:3]=[C:2]([CH3:1])[N:6]3[C:7]2=[O:33])[CH2:11][CH2:12]1)=[O:32]. The catalyst class is: 8.